Dataset: Forward reaction prediction with 1.9M reactions from USPTO patents (1976-2016). Task: Predict the product of the given reaction. (1) Given the reactants [CH3:1][O:2][C:3]([CH2:5][S:6][C:7]1[C:12]([N+:13]([O-])=O)=[CH:11][CH:10]=[CH:9][N:8]=1)=[O:4], predict the reaction product. The product is: [NH2:13][C:12]1[C:7]([S:6][CH2:5][C:3]([O:2][CH3:1])=[O:4])=[N:8][CH:9]=[CH:10][CH:11]=1. (2) The product is: [Br:1][C:2]1[C:11]([NH:12][C:13]2[NH:17][CH2:16][CH2:15][N:18]=2)=[CH:10][CH:9]=[C:8]2[C:3]=1[N:4]=[CH:5][CH:6]=[N:7]2. Given the reactants [Br:1][C:2]1[C:11]([N:12]=[C:13]=S)=[CH:10][CH:9]=[C:8]2[C:3]=1[N:4]=[CH:5][CH:6]=[N:7]2.[CH2:15]([NH2:18])[CH2:16][NH2:17], predict the reaction product. (3) Given the reactants [O:1]=[C:2]1[NH:8][CH2:7][CH2:6][CH2:5][N:4]2[C:9]3[N:15]=[C:14]([C:16]([OH:18])=O)[CH:13]=[CH:12][C:10]=3[CH:11]=[C:3]12.C1CN([P+](ON2N=NC3C=CC=CC2=3)(N2CCCC2)N2CCCC2)CC1.F[P-](F)(F)(F)(F)F.[NH2:52][C:53]1[CH:54]=[N:55][C:56]2[C:61]([CH:62]=1)=[CH:60][CH:59]=[CH:58][CH:57]=2.C(N(CC)CC)C, predict the reaction product. The product is: [O:1]=[C:2]1[NH:8][CH2:7][CH2:6][CH2:5][N:4]2[C:9]3[N:15]=[C:14]([C:16]([NH:52][C:53]4[CH:54]=[N:55][C:56]5[C:61]([CH:62]=4)=[CH:60][CH:59]=[CH:58][CH:57]=5)=[O:18])[CH:13]=[CH:12][C:10]=3[CH:11]=[C:3]12. (4) Given the reactants [OH:1][C:2]1[CH:7]=[CH:6][C:5]([C:8]([CH2:10][C:11]2[CH:16]=[CH:15][CH:14]=[CH:13][CH:12]=2)=[O:9])=[CH:4][CH:3]=1.[CH3:17][N:18]([C:22]1[CH:27]=[CH:26][CH:25]=[CH:24][CH:23]=1)[C:19](Cl)=[O:20], predict the reaction product. The product is: [C:11]1([CH2:10][C:8]([C:5]2[CH:4]=[CH:3][C:2]([O:1][C:19](=[O:20])[N:18]([CH3:17])[C:22]3[CH:27]=[CH:26][CH:25]=[CH:24][CH:23]=3)=[CH:7][CH:6]=2)=[O:9])[CH:12]=[CH:13][CH:14]=[CH:15][CH:16]=1. (5) The product is: [Cl:1][C:2]1[C:3]([F:19])=[C:4]2[C:16]([CH:8]=[C:7]([NH2:15])[N:6]=[CH:5]2)=[CH:17][CH:18]=1. Given the reactants [Cl:1][C:2]1[C:3]([F:19])=[C:4]([CH:16]=[CH:17][CH:18]=1)[CH2:5][NH:6][C:7](=[NH:15])[CH:8](OCC)OCC.S(=O)(=O)(O)O, predict the reaction product. (6) Given the reactants [I:1][C:2]1[CH:7]=[CH:6][C:5]([C:8]2([C:14]#[N:15])[CH2:13][CH2:12][NH:11][CH2:10][CH2:9]2)=[CH:4][CH:3]=1.[F:16][C:17]([F:22])([F:21])[CH2:18][CH2:19]Br.C([O-])([O-])=O.[K+].[K+], predict the reaction product. The product is: [I:1][C:2]1[CH:7]=[CH:6][C:5]([C:8]2([C:14]#[N:15])[CH2:13][CH2:12][N:11]([CH2:19][CH2:18][C:17]([F:22])([F:21])[F:16])[CH2:10][CH2:9]2)=[CH:4][CH:3]=1.